This data is from Catalyst prediction with 721,799 reactions and 888 catalyst types from USPTO. The task is: Predict which catalyst facilitates the given reaction. (1) Reactant: I[C:2]1[CH:7]=[C:6]([C:8]([O:10][CH3:11])=[O:9])[CH:5]=[CH:4][C:3]=1[N:12]1[CH2:17][CH2:16][N:15]([C:18]([O:20][C:21]([CH3:24])([CH3:23])[CH3:22])=[O:19])[CH2:14][CH2:13]1.O.[CH:26](/B(O)O)=[CH:27]/[CH3:28].C(=O)([O-])[O-].[Na+].[Na+]. Product: [CH3:11][O:10][C:8]([C:6]1[CH:5]=[CH:4][C:3]([N:12]2[CH2:17][CH2:16][N:15]([C:18]([O:20][C:21]([CH3:24])([CH3:23])[CH3:22])=[O:19])[CH2:14][CH2:13]2)=[C:2](/[CH:26]=[CH:27]\[CH3:28])[CH:7]=1)=[O:9]. The catalyst class is: 9. (2) Reactant: [N:1]1([C:25]([O:27][C:28]([CH3:31])([CH3:30])[CH3:29])=[O:26])[CH2:6][CH2:5][N:4](C(OCC2C=CC=CC=2)=O)[CH2:3][CH:2]1[C:17]([O:19][CH:20]1[CH2:24][CH2:23][CH2:22][CH2:21]1)=[O:18]. Product: [N:1]1([C:25]([O:27][C:28]([CH3:31])([CH3:30])[CH3:29])=[O:26])[CH2:6][CH2:5][NH:4][CH2:3][CH:2]1[C:17]([O:19][CH:20]1[CH2:24][CH2:23][CH2:22][CH2:21]1)=[O:18]. The catalyst class is: 78.